This data is from Reaction yield outcomes from USPTO patents with 853,638 reactions. The task is: Predict the reaction yield, written as a fraction of the theoretical maximum amount of product (1.0 means a 100% yield; for example, 0.34 means a 34% yield). The reactants are [Cl:1][C:2]1[CH:18]=[CH:17][C:5]2[CH2:6][CH2:7][N:8]([C:11](=[O:16])[C:12]([F:15])([F:14])[F:13])[CH2:9][CH2:10][C:4]=2[C:3]=1OS(C(F)(F)F)(=O)=O.[NH2:27][CH2:28][C:29]1[CH:42]=[CH:41][C:32]([C:33]([C:35]2[CH:40]=[CH:39][CH:38]=[CH:37][CH:36]=2)=[O:34])=[CH:31][CH:30]=1. No catalyst specified. The product is [C:33]([C:32]1[CH:31]=[CH:30][C:29]([CH2:28][NH:27][C:3]2[C:4]3[CH2:10][CH2:9][N:8]([C:11](=[O:16])[C:12]([F:15])([F:14])[F:13])[CH2:7][CH2:6][C:5]=3[CH:17]=[CH:18][C:2]=2[Cl:1])=[CH:42][CH:41]=1)(=[O:34])[C:35]1[CH:36]=[CH:37][CH:38]=[CH:39][CH:40]=1. The yield is 0.960.